Dataset: Catalyst prediction with 721,799 reactions and 888 catalyst types from USPTO. Task: Predict which catalyst facilitates the given reaction. (1) Reactant: [NH2:1][C:2]1[S:3][C:4]([Cl:17])=[C:5]([C:7]2[CH:12]=[CH:11][C:10]([S:13]([NH2:16])(=[O:15])=[O:14])=[CH:9][CH:8]=2)[N:6]=1.N1C=CC=CC=1.[C:24]1([O:30]C(Cl)=O)C=CC=CC=1.CN1CCCC1.[C:40]1([CH:46]([C:58]2[CH:63]=[CH:62][CH:61]=[CH:60][CH:59]=2)[CH2:47][CH2:48][NH:49][CH2:50][CH2:51][CH:52]2[CH2:57][CH2:56][O:55][CH2:54][CH2:53]2)[CH:45]=[CH:44][CH:43]=[CH:42][CH:41]=1. Product: [Cl:17][C:4]1[S:3][C:2]([NH:1][C:24](=[O:30])[N:49]([CH2:48][CH2:47][CH:46]([C:58]2[CH:63]=[CH:62][CH:61]=[CH:60][CH:59]=2)[C:40]2[CH:41]=[CH:42][CH:43]=[CH:44][CH:45]=2)[CH2:50][CH2:51][CH:52]2[CH2:57][CH2:56][O:55][CH2:54][CH2:53]2)=[N:6][C:5]=1[C:7]1[CH:8]=[CH:9][C:10]([S:13]([NH2:16])(=[O:15])=[O:14])=[CH:11][CH:12]=1. The catalyst class is: 3. (2) Reactant: [CH3:1][N:2]1[C:6](=[O:7])[C:5]([CH3:9])([CH3:8])[NH:4][C:3]1=[O:10].C(O[I:15](C1C=CC=CC=1)OC(=O)C)(=O)C.II. Product: [I:15][N:4]1[C:5]([CH3:9])([CH3:8])[C:6](=[O:7])[N:2]([CH3:1])[C:3]1=[O:10]. The catalyst class is: 48. (3) Reactant: [OH:1]O.[OH-].[Na+].[NH2:5][C:6]1[CH:7]=[CH:8][C:9]([C:12]#[N:13])=[N:10][CH:11]=1. Product: [NH2:5][C:6]1[CH:7]=[CH:8][C:9]([C:12]([NH2:13])=[O:1])=[N:10][CH:11]=1. The catalyst class is: 5. (4) Reactant: [CH2:1]([C:3]1[CH:17]=[CH:16][C:6]([O:7][C:8]2[CH:13]=[CH:12][C:11]([OH:14])=[CH:10][C:9]=2[F:15])=[C:5]([O:18][CH3:19])[CH:4]=1)[CH3:2].[OH-].[K+].[Na+].[I-].Br[CH2:25][CH2:26][CH2:27][N:28]1[C:32](=[O:33])[C:31]2=[CH:34][CH:35]=[CH:36][CH:37]=[C:30]2[C:29]1=[O:38]. Product: [CH2:1]([C:3]1[CH:17]=[CH:16][C:6]([O:7][C:8]2[CH:13]=[CH:12][C:11]([O:14][CH2:25][CH2:26][CH2:27][N:28]3[C:32](=[O:33])[C:31]4[C:30](=[CH:37][CH:36]=[CH:35][CH:34]=4)[C:29]3=[O:38])=[CH:10][C:9]=2[F:15])=[C:5]([O:18][CH3:19])[CH:4]=1)[CH3:2]. The catalyst class is: 21. (5) Reactant: [Br:1][C:2]1[CH:40]=[CH:39][C:5]([CH2:6][N:7]2[C:13]3[CH:14]=[CH:15][CH:16]=[CH:17][C:12]=3[N:11]([C:18]3[CH:23]=[CH:22][C:21]([CH2:24][NH:25][C:26]([O:28][C:29]([CH3:32])([CH3:31])[CH3:30])=[O:27])=[CH:20][CH:19]=3)[C:10](=[O:33])[CH:9]([CH2:34][C:35](O)=[O:36])[C:8]2=[O:38])=[CH:4][CH:3]=1.[F:41][C:42]1[CH:49]=[CH:48][CH:47]=[CH:46][C:43]=1[CH2:44][NH2:45].P(C#N)(OCC)(OCC)=O.C(N(CC)CC)C. Product: [F:41][C:42]1[CH:49]=[CH:48][CH:47]=[CH:46][C:43]=1[CH2:44][NH:45][C:35](=[O:36])[CH2:34][CH:9]1[C:10](=[O:33])[N:11]([C:18]2[CH:19]=[CH:20][C:21]([CH2:24][NH:25][C:26]([O:28][C:29]([CH3:30])([CH3:31])[CH3:32])=[O:27])=[CH:22][CH:23]=2)[C:12]2[CH:17]=[CH:16][CH:15]=[CH:14][C:13]=2[N:7]([CH2:6][C:5]2[CH:4]=[CH:3][C:2]([Br:1])=[CH:40][CH:39]=2)[C:8]1=[O:38]. The catalyst class is: 145.